From a dataset of Full USPTO retrosynthesis dataset with 1.9M reactions from patents (1976-2016). Predict the reactants needed to synthesize the given product. Given the product [N+:13]([C:10]1[CH:11]=[CH:12][C:2]2[NH:1][C:7](=[O:8])[CH2:6][CH2:5][CH2:4][C:3]=2[CH:9]=1)([O-:15])=[O:14], predict the reactants needed to synthesize it. The reactants are: [NH:1]1[C:7](=[O:8])[CH2:6][CH2:5][CH2:4][C:3]2[CH:9]=[CH:10][CH:11]=[CH:12][C:2]1=2.[N+:13]([O-])([OH:15])=[O:14].S(=O)(=O)(O)O.